This data is from Reaction yield outcomes from USPTO patents with 853,638 reactions. The task is: Predict the reaction yield, written as a fraction of the theoretical maximum amount of product (1.0 means a 100% yield; for example, 0.34 means a 34% yield). (1) The reactants are [Br:1][C:2]1[CH:3]=[C:4]([OH:8])[CH:5]=[CH:6][CH:7]=1.Br[C:10]1([C:14]([O:16][CH2:17][CH3:18])=[O:15])[CH2:13][CH2:12][CH2:11]1. The catalyst is C(#N)C. The product is [CH2:17]([O:16][C:14]([C:10]1([O:8][C:4]2[CH:5]=[CH:6][CH:7]=[C:2]([Br:1])[CH:3]=2)[CH2:13][CH2:12][CH2:11]1)=[O:15])[CH3:18]. The yield is 0.560. (2) The reactants are [I:1][C:2]1[S:13][C:5]2[NH:6][CH:7]=[C:8]([C:11]#[N:12])[C:9](=O)[C:4]=2[C:3]=1[CH:14]([CH3:16])[CH3:15].P(Cl)(Cl)([Cl:19])=O. No catalyst specified. The product is [Cl:19][C:9]1[C:8]([C:11]#[N:12])=[CH:7][N:6]=[C:5]2[S:13][C:2]([I:1])=[C:3]([CH:14]([CH3:16])[CH3:15])[C:4]=12. The yield is 0.590. (3) The reactants are [CH2:1]([O:8][CH2:9][C@H:10]([CH:13]([CH3:15])[CH3:14])[CH2:11]O)[C:2]1[CH:7]=[CH:6][CH:5]=[CH:4][CH:3]=1.P(Br)(Br)([Br:18])=O.O. The catalyst is CN(C)C=O. The product is [CH2:1]([O:8][CH2:9][C@H:10]([CH:13]([CH3:15])[CH3:14])[CH2:11][Br:18])[C:2]1[CH:7]=[CH:6][CH:5]=[CH:4][CH:3]=1. The yield is 0.811. (4) The reactants are C([Li])CCC.Br[C:7]1[CH:12]=[CH:11][CH:10]=[C:9]([Br:13])[N:8]=1.[C:14]([C:17]1[CH:22]=[CH:21][CH:20]=[CH:19][CH:18]=1)(=[O:16])[CH3:15]. The catalyst is C1COCC1. The product is [Br:13][C:9]1[N:8]=[C:7]([C:14]([C:17]2[CH:22]=[CH:21][CH:20]=[CH:19][CH:18]=2)([OH:16])[CH3:15])[CH:12]=[CH:11][CH:10]=1. The yield is 0.400. (5) The reactants are CC(C)[C@H](NC(=O)OC)C(=O)N1CCC[C@H]1C1NC(C2C=CC(B3OC(C)(C)C(C)(C)O3)=CC=2)=CN=1.BrC1C=CC(CNC(NC([CH:49]2[CH2:53][CH2:52][CH2:51][N:50]2[C:54]([O:56][C:57]([CH3:60])([CH3:59])[CH3:58])=[O:55])=O)=O)=CC=1.C(=O)(O)[O-].[Na+]. The catalyst is COCCOC.O. The product is [C:57]([O:56][C:54]([N:50]1[CH2:51][CH2:52][CH2:53][CH2:49]1)=[O:55])([CH3:60])([CH3:58])[CH3:59]. The yield is 0.234. (6) The reactants are [F:1][C:2]1[CH:9]=[CH:8][C:5]([CH:6]=O)=[CH:4][CH:3]=1.[C:10](#[N:14])[CH2:11][C:12]#[N:13].C(N(CC)CC)C.[CH3:22][N:23]1[C:27](=[O:28])[CH2:26][C:25]([C:29]2[CH:34]=[CH:33][CH:32]=[CH:31][CH:30]=2)=[N:24]1. The catalyst is C(O)C. The product is [NH2:13][C:12]1[O:28][C:27]2[N:23]([CH3:22])[N:24]=[C:25]([C:29]3[CH:34]=[CH:33][CH:32]=[CH:31][CH:30]=3)[C:26]=2[CH:6]([C:5]2[CH:8]=[CH:9][C:2]([F:1])=[CH:3][CH:4]=2)[C:11]=1[C:10]#[N:14]. The yield is 0.180. (7) The reactants are [CH3:1][S:2][C:3]1[CH:8]=[CH:7][CH:6]=[CH:5][C:4]=1[OH:9].[C:10](Cl)(=[O:12])[CH3:11].[Al+3].[Cl-].[Cl-].[Cl-].Cl.C(N([CH2:24][CH3:25])CC)C.[OH2:26]. The catalyst is C(=S)=S. The product is [C:10]([O:9][C:4]1[CH:5]=[C:6]([C:24](=[O:26])[CH3:25])[CH:7]=[CH:8][C:3]=1[S:2][CH3:1])(=[O:12])[CH3:11]. The yield is 0.370.